Dataset: Full USPTO retrosynthesis dataset with 1.9M reactions from patents (1976-2016). Task: Predict the reactants needed to synthesize the given product. (1) Given the product [Cl:38][C:39]1[CH:44]=[CH:43][C:42]([S:45][CH:16]([C:30]2[CH:35]=[C:34]([F:36])[CH:33]=[CH:32][C:31]=2[F:37])[C:17]2[N:18]([C:22]3[CH:27]=[CH:26][C:25]([O:28][CH3:29])=[CH:24][CH:23]=3)[CH:19]=[CH:20][N:21]=2)=[CH:41][CH:40]=1, predict the reactants needed to synthesize it. The reactants are: FC(F)(F)C(O)=O.C(OC(O[CH:16]([C:30]1[CH:35]=[C:34]([F:36])[CH:33]=[CH:32][C:31]=1[F:37])[C:17]1[N:18]([C:22]2[CH:27]=[CH:26][C:25]([O:28][CH3:29])=[CH:24][CH:23]=2)[CH:19]=[CH:20][N:21]=1)=O)(C)(C)C.[Cl:38][C:39]1[CH:44]=[CH:43][C:42]([SH:45])=[CH:41][CH:40]=1.C(=O)([O-])[O-].[K+].[K+]. (2) Given the product [CH2:1]([O:8][C:9]([N:11]([CH2:12][CH:13]1[CH2:18][CH2:17][N:16]([C:19]([O:21][C:22]([CH3:25])([CH3:24])[CH3:23])=[O:20])[CH2:15][CH2:14]1)[CH2:28][CH2:29][CH3:30])=[O:10])[C:2]1[CH:3]=[CH:4][CH:5]=[CH:6][CH:7]=1, predict the reactants needed to synthesize it. The reactants are: [CH2:1]([O:8][C:9]([NH:11][CH2:12][CH:13]1[CH2:18][CH2:17][N:16]([C:19]([O:21][C:22]([CH3:25])([CH3:24])[CH3:23])=[O:20])[CH2:15][CH2:14]1)=[O:10])[C:2]1[CH:7]=[CH:6][CH:5]=[CH:4][CH:3]=1.[H-].[Na+].[CH2:28](I)[CH2:29][CH3:30]. (3) The reactants are: C(O[C:6]([N:8]1[CH2:12][C:11](=[N:13][O:14][CH2:15][C:16]2[CH:21]=[CH:20][C:19]([Cl:22])=[C:18]([Cl:23])[CH:17]=2)[CH2:10][C@H:9]1[C:24]([OH:26])=O)=[O:7])(C)(C)C.[C:27](Cl)(=O)[CH:28]=C.[O:32]1[CH:36]=[CH:35][CH:34]=[C:33]1[CH2:37][NH2:38]. Given the product [C:6]([N:8]1[CH2:12][C:11](=[N:13][O:14][CH2:15][C:16]2[CH:21]=[CH:20][C:19]([Cl:22])=[C:18]([Cl:23])[CH:17]=2)[CH2:10][C@H:9]1[C:24]([NH:38][CH2:37][C:33]1[O:32][CH:36]=[CH:35][CH:34]=1)=[O:26])(=[O:7])[CH:27]=[CH2:28], predict the reactants needed to synthesize it. (4) Given the product [F:1][C:2]([F:20])([F:21])[C:3]1[CH:4]=[C:5]([CH:10]=[CH:11][C:12]=1[O:13][CH2:14][CH2:15][C:16]([F:19])([F:18])[F:17])[C:6]([OH:8])=[O:7], predict the reactants needed to synthesize it. The reactants are: [F:1][C:2]([F:21])([F:20])[C:3]1[CH:4]=[C:5]([CH:10]=[CH:11][C:12]=1[O:13][CH2:14][CH2:15][C:16]([F:19])([F:18])[F:17])[C:6]([O:8]C)=[O:7].[OH-].[Na+].Cl. (5) Given the product [CH2:15]([C:17]1[S:21][C:20]([CH2:22][NH:6][C:5]2[CH:7]=[CH:8][C:9]([C:10]3[O:14][CH:13]=[N:12][CH:11]=3)=[C:3]([O:2][CH3:1])[CH:4]=2)=[CH:19][CH:18]=1)[CH3:16], predict the reactants needed to synthesize it. The reactants are: [CH3:1][O:2][C:3]1[CH:4]=[C:5]([CH:7]=[CH:8][C:9]=1[C:10]1[O:14][CH:13]=[N:12][CH:11]=1)[NH2:6].[CH2:15]([C:17]1[S:21][C:20]([CH:22]=O)=[CH:19][CH:18]=1)[CH3:16]. (6) Given the product [Br:1][C:2]1[C:3]([F:12])=[CH:4][C:5]([O:20][C:17]2[CH:18]=[N:19][C:14]([Cl:13])=[CH:15][CH:16]=2)=[C:6]([CH:10]=1)[C:7]([OH:9])=[O:8], predict the reactants needed to synthesize it. The reactants are: [Br:1][C:2]1[C:3]([F:12])=[CH:4][C:5](I)=[C:6]([CH:10]=1)[C:7]([OH:9])=[O:8].[Cl:13][C:14]1[N:19]=[CH:18][C:17]([OH:20])=[CH:16][CH:15]=1.C(=O)([O-])[O-].[Cs+].[Cs+].C(OCC)(=O)C. (7) Given the product [CH3:50][O:49][C:42]1[C:43]2[O:44][CH2:45][CH2:46][O:47][C:48]=2[C:39]([C:32]2([C:30]#[N:31])[CH2:37][CH2:36][C:35](=[CH:2][O:3][CH3:4])[CH2:34][CH2:33]2)=[CH:40][CH:41]=1, predict the reactants needed to synthesize it. The reactants are: [Cl-].[CH3:2][O:3][CH2:4][P+](C1C=CC=CC=1)(C1C=CC=CC=1)C1C=CC=CC=1.CC(C)([O-])C.[K+].[C:30]([C:32]1([C:39]2[C:48]3[O:47][CH2:46][CH2:45][O:44][C:43]=3[C:42]([O:49][CH3:50])=[CH:41][CH:40]=2)[CH2:37][CH2:36][C:35](=O)[CH2:34][CH2:33]1)#[N:31].O.